From a dataset of Full USPTO retrosynthesis dataset with 1.9M reactions from patents (1976-2016). Predict the reactants needed to synthesize the given product. (1) Given the product [C:1]([N:6]1[CH2:11][CH2:10][N:9]([C:12]([C:14]2[CH:15]=[C:16]([CH:21]=[CH:22][CH:23]=2)[C:17]([OH:19])=[O:18])=[O:13])[CH2:8][CH2:7]1)(=[O:5])[CH:2]([CH3:4])[CH3:3], predict the reactants needed to synthesize it. The reactants are: [C:1]([N:6]1[CH2:11][CH2:10][N:9]([C:12]([C:14]2[CH:15]=[C:16]([CH:21]=[CH:22][CH:23]=2)[C:17]([O:19]C)=[O:18])=[O:13])[CH2:8][CH2:7]1)(=[O:5])[CH:2]([CH3:4])[CH3:3].O.[OH-].[Li+].Cl. (2) The reactants are: [CH2:1]([C:3]1[CH:8]=[C:7]([CH3:9])[CH:6]=[C:5]([CH2:10][CH3:11])[C:4]=1[C:12](=[O:25])[C:13]([N:15]([CH3:24])[N:16]=CC1C=CC=CC=1)=[O:14])[CH3:2]. Given the product [CH2:1]([C:3]1[CH:8]=[C:7]([CH3:9])[CH:6]=[C:5]([CH2:10][CH3:11])[C:4]=1[C:12](=[O:25])[C:13]([N:15]([CH3:24])[NH2:16])=[O:14])[CH3:2], predict the reactants needed to synthesize it. (3) Given the product [C:10]1([C:13]2[CH:18]=[CH:17][CH:16]=[CH:15][CH:14]=2)[CH:9]=[CH:8][C:7]([C:5]([NH:4][CH2:3][C:2]([N:19]2[CH2:24][CH2:23][N:22]([C:25]([C:26]3[CH:34]=[CH:33][CH:32]=[CH:31][C:27]=3[C:28]([OH:30])=[O:29])=[O:35])[CH2:21][CH2:20]2)=[O:1])=[O:6])=[CH:12][CH:11]=1, predict the reactants needed to synthesize it. The reactants are: [O:1]=[C:2]([N:19]1[CH2:24][CH2:23][NH:22][CH2:21][CH2:20]1)[CH2:3][NH:4][C:5]([C:7]1[CH:12]=[CH:11][C:10]([C:13]2[CH:18]=[CH:17][CH:16]=[CH:15][CH:14]=2)=[CH:9][CH:8]=1)=[O:6].[C:25]1(=[O:35])[O:30][C:28](=[O:29])[C:27]2=[CH:31][CH:32]=[CH:33][CH:34]=[C:26]12. (4) Given the product [O:2]1[C:1]([C:3]2[CH:4]=[CH:5][C:6]([C:9]3([CH3:14])[O:10][CH2:11][CH2:12][O:13]3)=[CH:7][CH:8]=2)=[CH:27][N:26]=[CH:25]1, predict the reactants needed to synthesize it. The reactants are: [CH:1]([C:3]1[CH:8]=[CH:7][C:6]([C:9]2([CH3:14])[O:13][CH2:12][CH2:11][O:10]2)=[CH:5][CH:4]=1)=[O:2].S([CH2:25][N+:26]#[C-:27])(C1C=CC(C)=CC=1)(=O)=O.C(=O)([O-])[O-].[K+].[K+]. (5) Given the product [OH:1][CH:2]([C:22]1[C:30]([S:31]([CH3:34])(=[O:33])=[O:32])=[CH:29][C:28]([CH3:35])=[C:27]2[C:23]=1[CH:24]=[CH:25][NH:26]2)[C:3]1[NH:4][C:5]2[CH:19]=[CH:18][C:17]([C:20]#[N:21])=[CH:16][C:6]=2[N:7]=1, predict the reactants needed to synthesize it. The reactants are: [OH:1][CH:2]([C:22]1[C:30]([S:31]([CH3:34])(=[O:33])=[O:32])=[CH:29][C:28]([CH3:35])=[C:27]2[C:23]=1[CH:24]=[CH:25][N:26]2S(C1C=CC(C)=CC=1)(=O)=O)[C:3]1[N:7](COCC[Si](C)(C)C)[C:6]2[CH:16]=[C:17]([C:20]#[N:21])[CH:18]=[CH:19][C:5]=2[N:4]=1.OC(C1C(S(C)(=O)=O)=CC(C)=C2C=1C=CN2S(C1C=CC(C)=CC=1)(=O)=O)C1N(COCC[Si](C)(C)C)C2C=CC(C#N)=CC=2N=1.F[B-](F)(F)F.[Li+].CC#N.CCN(CCOC(C1(CCC(C)C)CCCCC1)=O)CC.[OH-].[K+]. (6) Given the product [CH2:1]([O:8][C:9]([NH:11][CH:12]1[CH2:14][C:13]1([OH:20])[C:15]([OH:17])=[O:16])=[O:10])[C:2]1[CH:7]=[CH:6][CH:5]=[CH:4][CH:3]=1, predict the reactants needed to synthesize it. The reactants are: [CH2:1]([O:8][C:9]([NH:11][CH:12]1[CH2:14][C:13]1([OH:20])[C:15]([O:17]CC)=[O:16])=[O:10])[C:2]1[CH:7]=[CH:6][CH:5]=[CH:4][CH:3]=1.C([O-])([O-])=O.[K+].[K+]. (7) Given the product [NH2:24][C:17]1[C:16]2[N:15]=[C:14]([CH3:25])[N:13]([CH2:12][CH2:11][NH:10][C:7]([N:1]3[CH2:6][CH2:5][O:4][CH2:3][CH2:2]3)=[O:8])[C:21]=2[C:20]([CH3:22])=[C:19]([CH3:23])[N:18]=1, predict the reactants needed to synthesize it. The reactants are: [N:1]1([C:7](Cl)=[O:8])[CH2:6][CH2:5][O:4][CH2:3][CH2:2]1.[NH2:10][CH2:11][CH2:12][N:13]1[C:21]2[C:20]([CH3:22])=[C:19]([CH3:23])[N:18]=[C:17]([NH2:24])[C:16]=2[N:15]=[C:14]1[CH3:25].